Dataset: Catalyst prediction with 721,799 reactions and 888 catalyst types from USPTO. Task: Predict which catalyst facilitates the given reaction. (1) Reactant: C(=O)([O-])[O-].[Na+].[Na+].OC1C2C(=C(O)C=CC=2)C=CC=1.[C:19]([O:22][CH:23]=[CH2:24])(=O)[CH3:20].OC1C2[C:30](=[C:31]([O:36][CH:37]=[CH2:38])[CH:32]=[CH:33][CH:34]=2)[CH:29]=[CH:28][CH:27]=1. Product: [CH:23]([O:22][C:19]1[C:20]2[C:30](=[C:31]([O:36][CH:37]=[CH2:38])[CH:32]=[CH:33][CH:34]=2)[CH:29]=[CH:28][CH:27]=1)=[CH2:24]. The catalyst class is: 11. (2) Reactant: [CH:1]1([CH:6]=[C:7]([C:18]2[NH:29][C:21]3=[N:22][CH:23]=[C:24]([CH2:26][O:27][CH3:28])[CH:25]=[C:20]3[CH:19]=2)[C:8]2[CH:13]=[CH:12][C:11]([S:14]([CH3:17])(=[O:16])=[O:15])=[CH:10][CH:9]=2)[CH2:5][CH2:4][CH2:3][CH2:2]1. Product: [CH:1]1([CH2:6][CH:7]([C:18]2[NH:29][C:21]3=[N:22][CH:23]=[C:24]([CH2:26][O:27][CH3:28])[CH:25]=[C:20]3[CH:19]=2)[C:8]2[CH:13]=[CH:12][C:11]([S:14]([CH3:17])(=[O:16])=[O:15])=[CH:10][CH:9]=2)[CH2:5][CH2:4][CH2:3][CH2:2]1. The catalyst class is: 43. (3) Reactant: [N:1]1[C:11]2[C:10](=O)[CH2:9][CH2:8][C:7](=[O:13])[NH:6][C:5]=2[CH:4]=[CH:3][CH:2]=1.Cl.[F:15][C:16]1[CH:21]=[CH:20][C:19]([NH:22][NH2:23])=[CH:18][CH:17]=1.C([O-])(=O)C.[Na+].[K+].[Br-]. Product: [F:15][C:16]1[CH:21]=[CH:20][C:19]([NH:22][N:23]=[C:10]2[CH2:9][CH2:8][C:7](=[O:13])[NH:6][C:5]3[CH:4]=[CH:3][CH:2]=[N:1][C:11]2=3)=[CH:18][CH:17]=1. The catalyst class is: 15. (4) Reactant: [F:1][C:2]1[CH:3]=[CH:4][C:5]([CH2:8][O:9][C:10]2[CH:15]=[CH:14][NH:13][C:12](=[O:16])[CH:11]=2)=[N:6][CH:7]=1.Br[C:18]1[CH:23]=[CH:22][C:21]2[C:24]3[CH2:30][CH2:29][N:28]([C:31]([O:33][C:34]([CH3:37])([CH3:36])[CH3:35])=[O:32])[CH2:27][CH2:26][C:25]=3[O:38][C:20]=2[CH:19]=1.C([O-])([O-])=O.[Cs+].[Cs+].CN[C@@H]1CCCC[C@H]1NC. Product: [F:1][C:2]1[CH:3]=[CH:4][C:5]([CH2:8][O:9][C:10]2[CH:15]=[CH:14][N:13]([C:18]3[CH:23]=[CH:22][C:21]4[C:24]5[CH2:30][CH2:29][N:28]([C:31]([O:33][C:34]([CH3:36])([CH3:35])[CH3:37])=[O:32])[CH2:27][CH2:26][C:25]=5[O:38][C:20]=4[CH:19]=3)[C:12](=[O:16])[CH:11]=2)=[N:6][CH:7]=1. The catalyst class is: 432. (5) Reactant: C(OP([CH:9]=[C:10]1[NH:16][CH2:15][CH2:14][N:13]([CH3:17])[C:12]2[CH:18]=[C:19]([C:22]3[CH:27]=[CH:26][CH:25]=[C:24]([O:28][CH3:29])[CH:23]=3)[CH:20]=[CH:21][C:11]1=2)(=O)OCC)C.[H-].[Na+].[Cl:32][C:33]1[CH:38]=[CH:37][C:36]([S:39][C:40]2[CH:47]=[CH:46][CH:45]=[CH:44][C:41]=2[CH:42]=O)=[CH:35][CH:34]=1. Product: [ClH:32].[ClH:32].[Cl:32][C:33]1[CH:38]=[CH:37][C:36]([S:39][C:40]2[CH:47]=[CH:46][CH:45]=[CH:44][C:41]=2[CH:42]=[CH:9][C:10]2=[N:16][CH2:15][CH2:14][N:13]([CH3:17])[C:12]3[CH:18]=[C:19]([C:22]4[CH:27]=[CH:26][CH:25]=[C:24]([O:28][CH3:29])[CH:23]=4)[CH:20]=[CH:21][C:11]2=3)=[CH:35][CH:34]=1. The catalyst class is: 7. (6) Reactant: CC(C)C([O:5][C@@H:6]1[C@@H:10]([CH2:11][O:12]C(=O)C(C)C)[O:9][C@@H:8]([N:18]2[C:22]3[N:23]=[C:24]([NH:29]C=O)[N:25]=[C:26]([O:27]C)[C:21]=3[C:20]([I:32])=[CH:19]2)[CH2:7]1)=O. Product: [NH2:29][C:24]1[NH:25][C:26](=[O:27])[C:21]2[C:20]([I:32])=[CH:19][N:18]([C@@H:8]3[O:9][C@H:10]([CH2:11][OH:12])[C@@H:6]([OH:5])[CH2:7]3)[C:22]=2[N:23]=1. The catalyst class is: 23. (7) Reactant: [N+:1]([O-:4])(O)=[O:2].[C:5]([C:7]1[CH:8]=[CH:9][C:10]([OH:17])=[C:11]([CH:16]=1)[C:12]([O:14][CH3:15])=[O:13])#[N:6]. Product: [C:5]([C:7]1[CH:8]=[C:9]([N+:1]([O-:4])=[O:2])[C:10]([OH:17])=[C:11]([CH:16]=1)[C:12]([O:14][CH3:15])=[O:13])#[N:6]. The catalyst class is: 13. (8) Reactant: [Cl:1][C:2]1[C:3]([NH:13][CH2:14][CH2:15][O:16][C:17]2[CH:22]=[CH:21][CH:20]=[CH:19][CH:18]=2)=[N:4][CH:5]=[C:6]([CH:12]=1)[C:7](OCC)=[O:8].CC(C[AlH]CC(C)C)C.CCCCCC.O.O.O.O.C(C(C(C([O-])=O)O)O)([O-])=O.[Na+].[K+]. Product: [Cl:1][C:2]1[CH:12]=[C:6]([CH2:7][OH:8])[CH:5]=[N:4][C:3]=1[NH:13][CH2:14][CH2:15][O:16][C:17]1[CH:18]=[CH:19][CH:20]=[CH:21][CH:22]=1. The catalyst class is: 36.